Task: Predict the reactants needed to synthesize the given product.. Dataset: Full USPTO retrosynthesis dataset with 1.9M reactions from patents (1976-2016) (1) Given the product [CH:20]([OH:19])=[O:33].[Cl:25][C:26]1[CH:27]=[C:28]([C:2]2[CH:3]=[C:4]3[C:14](=[CH:15][CH:16]=2)[O:13][C@@:7]2([CH2:12][CH2:11][CH2:10][O:9][CH2:8]2)[CH2:6][C@@:5]23[C:21]([F:23])([F:22])[CH2:20][O:19][C:18]([NH2:24])=[N:17]2)[CH:29]=[N:30][CH:31]=1, predict the reactants needed to synthesize it. The reactants are: Br[C:2]1[CH:3]=[C:4]2[C:14](=[CH:15][CH:16]=1)[O:13][C@@:7]1([CH2:12][CH2:11][CH2:10][O:9][CH2:8]1)[CH2:6][C@@:5]12[C:21]([F:23])([F:22])[CH2:20][O:19][C:18]([NH2:24])=[N:17]1.[Cl:25][C:26]1[CH:27]=[C:28](B(O)[OH:33])[CH:29]=[N:30][CH:31]=1. (2) Given the product [Li+:1].[CH3:7][CH:6]([N-:9][CH:10]([CH3:12])[CH3:11])[CH3:8].[CH2:29]1[CH2:33][O:32][CH2:31][CH2:30]1, predict the reactants needed to synthesize it. The reactants are: [Li:1]CCCC.[CH:6]([NH:9][CH:10]([CH3:12])[CH3:11])([CH3:8])[CH3:7].CN(CCN(C)C)C.[Li+].CC([N-]C(C)C)C.[CH2:29]1[CH2:33][O:32][CH2:31][CH2:30]1. (3) Given the product [CH3:20][O:21][C:22]([C:23]1[CH:24]=[C:25]([OH:27])[C:34]2[C:29](=[C:30]([O:35][CH2:36][C:37]3[CH:42]=[CH:41][CH:40]=[CH:39][CH:38]=3)[CH:31]=[CH:32][CH:33]=2)[N:28]=1)=[O:43], predict the reactants needed to synthesize it. The reactants are: BrC1C=CC(NC(=CC([O-])=O)C(OC)=O)=C(OC)C=1.[CH3:20][O:21][C:22](=[O:43])[C:23]([NH:28][C:29]1[CH:34]=[CH:33][CH:32]=[CH:31][C:30]=1[O:35][CH2:36][C:37]1[CH:42]=[CH:41][CH:40]=[CH:39][CH:38]=1)=[CH:24][C:25]([O-:27])=O. (4) Given the product [C:36]([O:40][C:41](=[O:47])[NH:42][CH:43]1[CH2:46][N:45]([CH2:2][C:3]2[CH:8]=[CH:7][N:6]=[C:5]3[N:9]([S:26]([C:29]4[CH:34]=[CH:33][C:32]([CH3:35])=[CH:31][CH:30]=4)(=[O:28])=[O:27])[C:10]([C:12]4[C:20]5[C:15](=[CH:16][C:17]([O:23][CH3:24])=[C:18]([O:21][CH3:22])[CH:19]=5)[N:14]([CH3:25])[CH:13]=4)=[CH:11][C:4]=23)[CH2:44]1)([CH3:39])([CH3:37])[CH3:38].[C:36]([O:40][C:41](=[O:47])[NH:42][CH:43]1[CH2:46][N:45]([CH2:2][C:3]2[CH:8]=[CH:7][N:6]=[C:5]3[NH:9][C:10]([C:12]4[C:20]5[C:15](=[CH:16][C:17]([O:23][CH3:24])=[C:18]([O:21][CH3:22])[CH:19]=5)[N:14]([CH3:25])[CH:13]=4)=[CH:11][C:4]=23)[CH2:44]1)([CH3:39])([CH3:37])[CH3:38], predict the reactants needed to synthesize it. The reactants are: Cl[CH2:2][C:3]1[CH:8]=[CH:7][N:6]=[C:5]2[N:9]([S:26]([C:29]3[CH:34]=[CH:33][C:32]([CH3:35])=[CH:31][CH:30]=3)(=[O:28])=[O:27])[C:10]([C:12]3[C:20]4[C:15](=[CH:16][C:17]([O:23][CH3:24])=[C:18]([O:21][CH3:22])[CH:19]=4)[N:14]([CH3:25])[CH:13]=3)=[CH:11][C:4]=12.[C:36]([O:40][C:41](=[O:47])[NH:42][CH:43]1[CH2:46][NH:45][CH2:44]1)([CH3:39])([CH3:38])[CH3:37]. (5) Given the product [Cl:1][C:2]1[CH:7]=[C:6]([C:2]2[CH:7]=[CH:6][CH:5]=[C:4]([O:40][CH3:37])[CH:3]=2)[CH:5]=[CH:4][C:3]=1[S:8]([NH:11][C:12]1[CH:13]=[C:14]([NH:20][C:21](=[O:33])[C@@H:22]([N:24]([CH3:32])[C:25](=[O:31])[O:26][C:27]([CH3:29])([CH3:28])[CH3:30])[CH3:23])[CH:15]=[CH:16][C:17]=1[O:18][CH3:19])(=[O:9])=[O:10], predict the reactants needed to synthesize it. The reactants are: [Cl:1][C:2]1[CH:7]=[CH:6][CH:5]=[CH:4][C:3]=1[S:8]([NH:11][C:12]1[CH:13]=[C:14]([NH:20][C:21](=[O:33])[C@@H:22]([N:24]([CH3:32])[C:25](=[O:31])[O:26][C:27]([CH3:30])([CH3:29])[CH3:28])[CH3:23])[CH:15]=[CH:16][C:17]=1[O:18][CH3:19])(=[O:10])=[O:9].B(O)O.[C:37](=[O:40])([O-])[O-].[Na+].[Na+].O. (6) Given the product [F:1][C:2]([F:10])([F:9])[C:3]1[CH:8]=[CH:7][CH:6]=[CH:5][N+:4]=1[O-:19], predict the reactants needed to synthesize it. The reactants are: [F:1][C:2]([F:10])([F:9])[C:3]1[CH:8]=[CH:7][CH:6]=[CH:5][N:4]=1.C1C=C(Cl)C=C(C(OO)=[O:19])C=1. (7) Given the product [C:1]([C:4]1([CH2:7][CH2:8][CH2:9][CH2:10][CH:11]([OH:22])[CH2:12][CH2:13][CH2:14][CH2:15][C:16]([CH3:20])([CH3:21])[C:17]([OH:19])=[O:18])[CH2:5][CH2:6]1)([OH:3])=[O:2], predict the reactants needed to synthesize it. The reactants are: [C:1]([C:4]1([CH2:7][CH2:8][CH2:9][CH2:10][C:11](=[O:22])[CH2:12][CH2:13][CH2:14][CH2:15][C:16]([CH3:21])([CH3:20])[C:17]([OH:19])=[O:18])[CH2:6][CH2:5]1)([OH:3])=[O:2].[OH-].[Na+].[BH4-].[Na+].Cl. (8) Given the product [NH:25]1[CH2:24][CH2:23][CH2:22][N:21]=[C:20]1[NH:19][CH2:18][CH2:17][CH2:16][O:15][C:10]1[CH:11]=[C:12]2[C:7](=[CH:8][CH:9]=1)[CH2:6][CH:5]([CH2:4][C:3]([OH:26])=[O:2])[CH2:14][CH2:13]2, predict the reactants needed to synthesize it. The reactants are: C[O:2][C:3](=[O:26])[CH2:4][CH:5]1[CH2:14][CH2:13][C:12]2[C:7](=[CH:8][CH:9]=[C:10]([O:15][CH2:16][CH2:17][CH2:18][NH:19][C:20]3[N:25]=[CH:24][CH:23]=[CH:22][N:21]=3)[CH:11]=2)[CH2:6]1.Cl.